This data is from Full USPTO retrosynthesis dataset with 1.9M reactions from patents (1976-2016). The task is: Predict the reactants needed to synthesize the given product. (1) The reactants are: Br[C:2]1[CH:3]=[N:4][C:5]2[N:6]([CH:8]=[C:9]([CH2:11][O:12][C:13]3[CH:14]=[N:15][CH:16]=[CH:17][CH:18]=3)[N:10]=2)[CH:7]=1.[F:19][C:20]1[CH:25]=[CH:24][C:23](B(O)O)=[C:22]([O:29][CH3:30])[CH:21]=1. Given the product [F:19][C:20]1[CH:25]=[CH:24][C:23]([C:2]2[CH:3]=[N:4][C:5]3[N:6]([CH:8]=[C:9]([CH2:11][O:12][C:13]4[CH:14]=[N:15][CH:16]=[CH:17][CH:18]=4)[N:10]=3)[CH:7]=2)=[C:22]([O:29][CH3:30])[CH:21]=1, predict the reactants needed to synthesize it. (2) The reactants are: [CH:1]1([C:6]2[N:7]=[CH:8][N:9]3[C:14](=[O:15])[N:13]=[C:12]([CH2:16]O)[NH:11][C:10]=23)[CH2:5][CH2:4][CH2:3][CH2:2]1.S(Cl)([Cl:20])=O. Given the product [Cl:20][CH2:16][C:12]1[NH:11][C:10]2[N:9]([CH:8]=[N:7][C:6]=2[CH:1]2[CH2:5][CH2:4][CH2:3][CH2:2]2)[C:14](=[O:15])[N:13]=1, predict the reactants needed to synthesize it. (3) Given the product [C:22]([O:26][C:27](=[O:46])[NH:28][CH2:29][C:30]1[CH:45]=[CH:44][C:33]2[N:34]([CH2:39][CH2:40][CH:41]([CH3:42])[CH3:43])[C:35]([CH2:37][N:8]3[C:9]4=[N:10][CH:11]=[CH:12][CH:13]=[C:14]4[C:6](=[N:5][O:4][CH2:3][CH2:2][F:1])[C:7]3=[O:15])=[N:36][C:32]=2[CH:31]=1)([CH3:23])([CH3:25])[CH3:24], predict the reactants needed to synthesize it. The reactants are: [F:1][CH2:2][CH2:3][O:4][N:5]=[C:6]1[C:14]2[C:9](=[N:10][CH:11]=[CH:12][CH:13]=2)[NH:8][C:7]1=[O:15].C([O-])([O-])=O.[Cs+].[Cs+].[C:22]([O:26][C:27](=[O:46])[NH:28][CH2:29][C:30]1[CH:45]=[CH:44][C:33]2[N:34]([CH2:39][CH2:40][CH:41]([CH3:43])[CH3:42])[C:35]([CH2:37]Cl)=[N:36][C:32]=2[CH:31]=1)([CH3:25])([CH3:24])[CH3:23].Cl. (4) Given the product [F:34][C:33]1[C:28]([C:24]2([CH2:23][NH:15][C:12]3[N:13]=[N:14][C:9]([C:7]4[S:8][C:4]([C:1]([NH2:2])=[O:3])=[CH:5][N:6]=4)=[CH:10][CH:11]=3)[CH2:25][CH2:26][CH2:27]2)=[N:29][CH:30]=[CH:31][CH:32]=1, predict the reactants needed to synthesize it. The reactants are: [C:1]([C:4]1[S:8][C:7]([C:9]2[N:14]=[N:13][C:12]([N:15]([CH2:23][C:24]3([C:28]4[C:33]([F:34])=[CH:32][CH:31]=[CH:30][N:29]=4)[CH2:27][CH2:26][CH2:25]3)C(=O)OC(C)(C)C)=[CH:11][CH:10]=2)=[N:6][CH:5]=1)(=[O:3])[NH2:2].C(O)(C(F)(F)F)=O. (5) Given the product [F:8][C:9]1[CH:24]=[C:23]([F:25])[CH:22]=[CH:21][C:10]=1[O:11][C:12]1[CH:20]=[CH:19][C:15]([C:16]([O:17][CH3:30])=[C:2]([C:1]#[N:5])[C:3]#[N:4])=[CH:14][CH:13]=1, predict the reactants needed to synthesize it. The reactants are: [C:1](#[N:5])[CH2:2][C:3]#[N:4].[H-].[Na+].[F:8][C:9]1[CH:24]=[C:23]([F:25])[CH:22]=[CH:21][C:10]=1[O:11][C:12]1[CH:20]=[CH:19][C:15]([C:16](Cl)=[O:17])=[CH:14][CH:13]=1.S(OC)(O[CH3:30])(=O)=O. (6) Given the product [CH3:1][N:2]1[C:10]2[C:5](=[CH:6][CH:7]=[CH:8][CH:9]=2)[C:4]([CH2:11][CH:12]([CH3:14])[CH3:13])=[C:3]1[C:15]([N:17]([CH:46]1[CH2:47][CH2:48][CH2:49][CH2:50][CH2:51]1)[C@H:18]([C:20]([NH:22][CH:23]([C:32](=[O:45])[CH2:33][O:34][C:35](=[O:44])[C:36]1[C:37]([Cl:43])=[CH:38][CH:39]=[CH:40][C:41]=1[Cl:42])[CH2:24][C:25]([OH:27])=[O:26])=[O:21])[CH3:19])=[O:16], predict the reactants needed to synthesize it. The reactants are: [CH3:1][N:2]1[C:10]2[C:5](=[CH:6][CH:7]=[CH:8][CH:9]=2)[C:4]([CH2:11][CH:12]([CH3:14])[CH3:13])=[C:3]1[C:15]([N:17]([CH:46]1[CH2:51][CH2:50][CH2:49][CH2:48][CH2:47]1)[C@H:18]([C:20]([NH:22][CH:23]([C:32](=[O:45])[CH2:33][O:34][C:35](=[O:44])[C:36]1[C:41]([Cl:42])=[CH:40][CH:39]=[CH:38][C:37]=1[Cl:43])[CH2:24][C:25]([O:27]C(C)(C)C)=[O:26])=[O:21])[CH3:19])=[O:16].C(O)(C(F)(F)F)=O. (7) Given the product [C:11]([N:19]1[CH2:24][CH2:23][N:22]([C:25](=[O:29])[CH:26]([C:32]2[S:33][C:34]3[CH:40]=[CH:39][CH:38]=[CH:37][C:35]=3[N:36]=2)[C:27]#[N:28])[C@H:21]([CH3:30])[CH2:20]1)(=[O:18])[C:12]1[CH:17]=[CH:16][CH:15]=[CH:14][CH:13]=1, predict the reactants needed to synthesize it. The reactants are: C[Si]([N-][Si](C)(C)C)(C)C.[Na+].[C:11]([N:19]1[CH2:24][CH2:23][N:22]([C:25](=[O:29])[CH2:26][C:27]#[N:28])[C@H:21]([CH3:30])[CH2:20]1)(=[O:18])[C:12]1[CH:17]=[CH:16][CH:15]=[CH:14][CH:13]=1.Cl[C:32]1[S:33][C:34]2[CH:40]=[CH:39][CH:38]=[CH:37][C:35]=2[N:36]=1. (8) Given the product [OH:22][C:19]1[CH:18]=[CH:17][C:16]([C:10]2[C:11](=[O:15])[O:12][C:13]3[C:8]([CH:9]=2)=[CH:7][CH:6]=[C:5]([CH2:4][CH2:3][CH2:2][OH:1])[CH:14]=3)=[CH:21][CH:20]=1, predict the reactants needed to synthesize it. The reactants are: [OH:1][CH2:2][CH2:3][CH2:4][C:5]1[CH:14]=[C:13]2[C:8]([CH:9]=[C:10]([C:16]3[CH:21]=[CH:20][C:19]([O:22]C)=[CH:18][CH:17]=3)[C:11](=[O:15])[O:12]2)=[CH:7][CH:6]=1.B(Br)(Br)Br. (9) Given the product [CH3:1][O:2][C:3](=[O:20])[CH2:4][C:5]1[CH:10]=[CH:9][CH:8]=[C:7]([NH:11][C:12]([C:14]2[O:15][C:16]([C:27]3[CH:26]=[CH:25][CH:24]=[C:23]([C:22]([F:33])([F:32])[F:21])[CH:28]=3)=[CH:17][CH:18]=2)=[O:13])[CH:6]=1, predict the reactants needed to synthesize it. The reactants are: [CH3:1][O:2][C:3](=[O:20])[CH2:4][C:5]1[CH:10]=[CH:9][CH:8]=[C:7]([NH:11][C:12]([C:14]2[O:15][C:16](Br)=[CH:17][CH:18]=2)=[O:13])[CH:6]=1.[F:21][C:22]([F:33])([F:32])[C:23]1[CH:24]=[C:25](B(O)O)[CH:26]=[CH:27][CH:28]=1. (10) Given the product [Br:1][C:2]1[CH:7]=[C:6]([F:8])[CH:5]=[CH:4][C:3]=1[CH:9]1[N:10]=[C:11]([C:22]2[S:23][CH:24]=[CH:25][N:26]=2)[NH:12][C:13]([CH2:20][N:28]2[CH2:33][CH2:32][O:31][CH2:30][CH:29]2[C:34]([O:36][CH:37]([CH3:39])[CH3:38])=[O:35])=[C:14]1[C:15]([O:17][CH2:18][CH3:19])=[O:16], predict the reactants needed to synthesize it. The reactants are: [Br:1][C:2]1[CH:7]=[C:6]([F:8])[CH:5]=[CH:4][C:3]=1[CH:9]1[C:14]([C:15]([O:17][CH2:18][CH3:19])=[O:16])=[C:13]([CH2:20]Br)[NH:12][C:11]([C:22]2[S:23][CH:24]=[CH:25][N:26]=2)=[N:10]1.Cl.[NH:28]1[CH2:33][CH2:32][O:31][CH2:30][CH:29]1[C:34]([O:36][CH:37]([CH3:39])[CH3:38])=[O:35].